Task: Predict the product of the given reaction.. Dataset: Forward reaction prediction with 1.9M reactions from USPTO patents (1976-2016) (1) Given the reactants [CH3:1][C:2]([NH:10][C:11]([C:13]1[CH:18]=[CH:17][CH:16]=[C:15](Br)[N:14]=1)=[O:12])([C:4]1[N:8]=[C:7]([CH3:9])[O:6][N:5]=1)[CH3:3].[Cl:20][C:21]1[CH:22]=[C:23](B(O)O)[CH:24]=[CH:25][C:26]=1[F:27], predict the reaction product. The product is: [CH3:1][C:2]([NH:10][C:11]([C:13]1[CH:18]=[CH:17][CH:16]=[C:15]([C:23]2[CH:24]=[CH:25][C:26]([F:27])=[C:21]([Cl:20])[CH:22]=2)[N:14]=1)=[O:12])([C:4]1[N:8]=[C:7]([CH3:9])[O:6][N:5]=1)[CH3:3]. (2) Given the reactants [CH3:1][C:2]([C:4]1[CH:5]=[CH:6][C:7]([OH:10])=[CH:8][CH:9]=1)=[O:3].Cl[C:12]1[CH:20]=[CH:19][C:15]([C:16]([NH2:18])=[O:17])=[CH:14][N:13]=1.C([O-])([O-])=O.[K+].[K+].C1(C)C=CC=CC=1, predict the reaction product. The product is: [C:2]([C:4]1[CH:9]=[CH:8][C:7]([O:10][C:14]2[N:13]=[CH:12][CH:20]=[CH:19][C:15]=2[C:16]([NH2:18])=[O:17])=[CH:6][CH:5]=1)(=[O:3])[CH3:1]. (3) Given the reactants BrC1[CH:3]=[C:4]([CH3:7])[S:5][CH:6]=1.C(N([CH2:13][CH3:14])CC)C.[CH3:15][OH:16].[C]=[O:18], predict the reaction product. The product is: [CH3:7][C:4]1[S:5][CH:6]=[C:13]([C:14]([O:16][CH3:15])=[O:18])[CH:3]=1. (4) Given the reactants [CH:1]1([CH2:4][O:5][C:6]2[N:11]=[C:10]([C:12]([OH:14])=O)[CH:9]=[CH:8][C:7]=2[N:15]2[CH2:18][C:17]([F:20])([F:19])[CH2:16]2)[CH2:3][CH2:2]1.Cl.[F:22][C:23]([F:32])([F:31])[C:24]1([CH2:29][OH:30])[CH2:28][CH2:27][NH:26][CH2:25]1, predict the reaction product. The product is: [CH:1]1([CH2:4][O:5][C:6]2[N:11]=[C:10]([C:12]([N:26]3[CH2:27][CH2:28][C:24]([CH2:29][OH:30])([C:23]([F:31])([F:32])[F:22])[CH2:25]3)=[O:14])[CH:9]=[CH:8][C:7]=2[N:15]2[CH2:18][C:17]([F:20])([F:19])[CH2:16]2)[CH2:2][CH2:3]1.